The task is: Regression. Given a peptide amino acid sequence and an MHC pseudo amino acid sequence, predict their binding affinity value. This is MHC class II binding data.. This data is from Peptide-MHC class II binding affinity with 134,281 pairs from IEDB. (1) The peptide sequence is FIMAYVNQAHHIDLM. The binding affinity (normalized) is 0.396. The MHC is DRB3_0101 with pseudo-sequence DRB3_0101. (2) The peptide sequence is YDKFLANVSTVLCGK. The MHC is DRB1_0701 with pseudo-sequence DRB1_0701. The binding affinity (normalized) is 0.723. (3) The peptide sequence is GEALSTLVLNRLKVG. The MHC is DRB1_0404 with pseudo-sequence DRB1_0404. The binding affinity (normalized) is 0.471. (4) The peptide sequence is LIEVNPPFGDSYIIV. The MHC is HLA-DQA10201-DQB10301 with pseudo-sequence HLA-DQA10201-DQB10301. The binding affinity (normalized) is 0.283.